This data is from Catalyst prediction with 721,799 reactions and 888 catalyst types from USPTO. The task is: Predict which catalyst facilitates the given reaction. Reactant: C(OC([N:8]1[CH2:44][CH2:43][C:11]2([O:15][C:14]([NH:16][C:17]3[CH:18]=[C:19]4[C:24](=[CH:25][CH:26]=3)[N:23]=[CH:22][N:21]=[C:20]4[NH:27][C:28]3[CH:33]=[CH:32][C:31]([O:34][CH2:35][C:36]4[CH:41]=[CH:40][CH:39]=[CH:38][N:37]=4)=[C:30]([Cl:42])[CH:29]=3)=[N:13][CH2:12]2)[CH2:10][CH2:9]1)=O)(C)(C)C.C(O)(C(F)(F)F)=O. Product: [Cl:42][C:30]1[CH:29]=[C:28]([NH:27][C:20]2[C:19]3[C:24](=[CH:25][CH:26]=[C:17]([NH:16][C:14]4[O:15][C:11]5([CH2:43][CH2:44][NH:8][CH2:9][CH2:10]5)[CH2:12][N:13]=4)[CH:18]=3)[N:23]=[CH:22][N:21]=2)[CH:33]=[CH:32][C:31]=1[O:34][CH2:35][C:36]1[CH:41]=[CH:40][CH:39]=[CH:38][N:37]=1. The catalyst class is: 2.